This data is from Reaction yield outcomes from USPTO patents with 853,638 reactions. The task is: Predict the reaction yield, written as a fraction of the theoretical maximum amount of product (1.0 means a 100% yield; for example, 0.34 means a 34% yield). (1) The reactants are [OH:1][C:2]1[N:3]=[CH:4][C:5]2[C:10]([C:11]=1[C:12]([O:14][CH2:15][CH3:16])=[O:13])=[CH:9][CH:8]=[CH:7][CH:6]=2.[C:17]1(P(C2C=CC=CC=2)C2C=CC=CC=2)C=CC=C[CH:18]=1.C(O)C.CC(OC(/N=N/C(OC(C)C)=O)=O)C. The catalyst is C1COCC1. The product is [CH2:17]([O:1][C:2]1[N:3]=[CH:4][C:5]2[C:10]([C:11]=1[C:12]([O:14][CH2:15][CH3:16])=[O:13])=[CH:9][CH:8]=[CH:7][CH:6]=2)[CH3:18]. The yield is 0.760. (2) The reactants are [F:1][C:2]1[C:10]([CH3:11])=[C:9]2[C:5]([CH:6]=[CH:7][NH:8]2)=[CH:4][CH:3]=1.[H-].[Na+].Br[CH2:15][CH2:16][O:17][CH3:18]. The catalyst is CN(C)C(=O)C.O.C(OCC)(=O)C. The product is [F:1][C:2]1[C:10]([CH3:11])=[C:9]2[C:5]([CH:6]=[CH:7][N:8]2[CH2:15][CH2:16][O:17][CH3:18])=[CH:4][CH:3]=1. The yield is 0.830. (3) The reactants are [I-:1].[Na+].Cl[CH2:4][CH2:5][CH2:6][C:7]([C:9]1[CH:14]=[CH:13][C:12]([F:15])=[CH:11][CH:10]=1)=[O:8]. The catalyst is CC(C)=O. The product is [F:15][C:12]1[CH:13]=[CH:14][C:9]([C:7](=[O:8])[CH2:6][CH2:5][CH2:4][I:1])=[CH:10][CH:11]=1. The yield is 0.770. (4) The reactants are Cl[C:2]1[CH:11]=[CH:10][CH:9]=[C:8]2[C:3]=1[CH:4]=[CH:5][C:6]([C:12]1[CH:17]=[C:16]([CH3:18])[CH:15]=[C:14]([CH3:19])[CH:13]=1)=[N:7]2.[CH2:20](B(O)O)[CH:21]([CH3:23])[CH3:22].C1(P(C2CCCCC2)C2C=CC=CC=2C2C(OC)=CC=CC=2OC)CCCCC1.O.P([O-])([O-])([O-])=O.[K+].[K+].[K+]. The catalyst is C1(C)C=CC=CC=1. The product is [CH3:19][C:14]1[CH:13]=[C:12]([C:6]2[CH:5]=[CH:4][C:3]3[C:8](=[CH:9][CH:10]=[CH:11][C:2]=3[CH2:20][CH:21]([CH3:23])[CH3:22])[N:7]=2)[CH:17]=[C:16]([CH3:18])[CH:15]=1. The yield is 0.720. (5) The reactants are [NH2:1][C:2]1[C:7]2[C:8]([C:11]3[CH:16]=[CH:15][C:14]([NH:17][C:18]([C:20]4[N:21]([CH3:29])[C:22]5[C:27]([CH:28]=4)=[CH:26][CH:25]=[CH:24][CH:23]=5)=[O:19])=[C:13]([O:30][CH3:31])[CH:12]=3)=[CH:9][S:10][C:6]=2[C:5]([C:32]([OH:34])=O)=[CH:4][N:3]=1.[CH2:35]([N:37]([CH2:40]C)[CH2:38]C)[CH3:36].C[N:43](C)C=O. No catalyst specified. The product is [NH2:1][C:2]1[C:7]2[C:8]([C:11]3[CH:16]=[CH:15][C:14]([NH:17][C:18]([C:20]4[N:21]([CH3:29])[C:22]5[C:27]([CH:28]=4)=[CH:26][CH:25]=[CH:24][CH:23]=5)=[O:19])=[C:13]([O:30][CH3:31])[CH:12]=3)=[CH:9][S:10][C:6]=2[C:5]([C:32]([NH:43][CH2:36][CH2:35][N:37]([CH3:40])[CH3:38])=[O:34])=[CH:4][N:3]=1. The yield is 0.360. (6) The reactants are [Li+].CC([N-]C(C)C)C.[F:9][C:10]1[CH:18]=[CH:17][C:16]([C:19]#[N:20])=[C:15]2[C:11]=1[CH:12]=[CH:13][N:14]2[S:21]([C:24]1[CH:30]=[CH:29][C:27]([CH3:28])=[CH:26][CH:25]=1)(=[O:23])=[O:22].[I:31]I.[O-]S([O-])(=S)=O.[Na+].[Na+]. The catalyst is C1COCC1. The product is [F:9][C:10]1[CH:18]=[CH:17][C:16]([C:19]#[N:20])=[C:15]2[C:11]=1[CH:12]=[C:13]([I:31])[N:14]2[S:21]([C:24]1[CH:30]=[CH:29][C:27]([CH3:28])=[CH:26][CH:25]=1)(=[O:23])=[O:22]. The yield is 0.610. (7) The reactants are [Br:1][C:2]1[C:11]2[C:6](=[CH:7][CH:8]=[CH:9][CH:10]=2)[C:5]([NH2:12])=[N:4][CH:3]=1.C(N([CH2:20][CH3:21])C(C)C)(C)C.[C:22](Cl)(=[O:24])[CH3:23].[OH2:26]. The catalyst is C(Cl)Cl. The product is [C:22]([N:12]([C:5]1[C:6]2[C:11](=[CH:10][CH:9]=[CH:8][CH:7]=2)[C:2]([Br:1])=[CH:3][N:4]=1)[C:20](=[O:26])[CH3:21])(=[O:24])[CH3:23]. The yield is 0.850.